Dataset: Reaction yield outcomes from USPTO patents with 853,638 reactions. Task: Predict the reaction yield, written as a fraction of the theoretical maximum amount of product (1.0 means a 100% yield; for example, 0.34 means a 34% yield). The reactants are [NH2:1][C:2]1[CH:10]=[CH:9][CH:8]=[C:7]([Cl:11])[C:3]=1[C:4]([OH:6])=O.O=S(Cl)Cl.[NH2:16][C:17]1(N)[CH2:22][CH:21]=[CH:20][CH:19]=[C:18]1[C:23]1[CH:28]=[CH:27][CH:26]=[CH:25][CH:24]=1.C(Cl)(Cl)Cl. The catalyst is C1C=CC=CC=1. The product is [NH2:1][C:2]1[CH:10]=[CH:9][CH:8]=[C:7]([Cl:11])[C:3]=1[C:4]([NH:16][C:17]1[CH:22]=[CH:21][CH:20]=[CH:19][C:18]=1[C:23]1[CH:24]=[CH:25][CH:26]=[CH:27][CH:28]=1)=[O:6]. The yield is 0.570.